From a dataset of Reaction yield outcomes from USPTO patents with 853,638 reactions. Predict the reaction yield, written as a fraction of the theoretical maximum amount of product (1.0 means a 100% yield; for example, 0.34 means a 34% yield). The reactants are [CH2:1]=[CH:2][C:3]1[CH:8]=[CH:7][CH:6]=[CH:5][CH:4]=1.CN(C1CCCCC1)C1CCCCC1.I[C:24]1[CH:29]=[CH:28][C:27]([O:30][C:31](=[O:40])[N:32]([CH3:39])[C:33]2[CH:38]=[CH:37][CH:36]=[CH:35][CH:34]=2)=[CH:26][CH:25]=1. The catalyst is C1C=CC(/C=C/C(/C=C/C2C=CC=CC=2)=O)=CC=1.C1C=CC(/C=C/C(/C=C/C2C=CC=CC=2)=O)=CC=1.C1C=CC(/C=C/C(/C=C/C2C=CC=CC=2)=O)=CC=1.[Pd].[Pd].CC(C)([P](C(C)(C)C)([Pd][P](C(C)(C)C)(C(C)(C)C)C(C)(C)C)C(C)(C)C)C. The product is [CH:1]([C:24]1[CH:25]=[CH:26][C:27]([O:30][C:31](=[O:40])[N:32]([CH3:39])[C:33]2[CH:38]=[CH:37][CH:36]=[CH:35][CH:34]=2)=[CH:28][CH:29]=1)=[CH:2][C:3]1[CH:8]=[CH:7][CH:6]=[CH:5][CH:4]=1. The yield is 0.170.